From a dataset of Peptide-MHC class II binding affinity with 134,281 pairs from IEDB. Regression. Given a peptide amino acid sequence and an MHC pseudo amino acid sequence, predict their binding affinity value. This is MHC class II binding data. (1) The peptide sequence is LLAAADELVGGPPVE. The MHC is HLA-DPA10201-DPB10501 with pseudo-sequence HLA-DPA10201-DPB10501. The binding affinity (normalized) is 0. (2) The peptide sequence is AYESYKFIPALEAAVKQAYAATVAAA. The MHC is HLA-DPA10201-DPB11401 with pseudo-sequence HLA-DPA10201-DPB11401. The binding affinity (normalized) is 0.693.